Predict the product of the given reaction. From a dataset of Forward reaction prediction with 1.9M reactions from USPTO patents (1976-2016). Given the reactants [C:1]([CH2:4][NH:5][C:6]1[C:14]2[C:9](=[CH:10][CH:11]=[C:12]([O:15]C3C=CC(C(F)(F)F)=CC=3)[CH:13]=2)[N:8]([C:26]2[CH:31]=[CH:30][C:29]([O:32][CH:33]([CH3:35])[CH3:34])=[CH:28][CH:27]=2)[C:7]=1[C:36]([OH:38])=[O:37])(=[O:3])[CH3:2].[Cl:39][C:40]1[CH:45]=[CH:44][C:43](B(O)O)=[CH:42][C:41]=1[O:49][C:50]([F:53])([F:52])[F:51], predict the reaction product. The product is: [C:1]([CH2:4][NH:5][C:6]1[C:14]2[C:9](=[CH:10][CH:11]=[C:12]([O:15][C:43]3[CH:44]=[CH:45][C:40]([Cl:39])=[C:41]([O:49][C:50]([F:53])([F:52])[F:51])[CH:42]=3)[CH:13]=2)[N:8]([C:26]2[CH:31]=[CH:30][C:29]([O:32][CH:33]([CH3:35])[CH3:34])=[CH:28][CH:27]=2)[C:7]=1[C:36]([OH:38])=[O:37])(=[O:3])[CH3:2].